Dataset: NCI-60 drug combinations with 297,098 pairs across 59 cell lines. Task: Regression. Given two drug SMILES strings and cell line genomic features, predict the synergy score measuring deviation from expected non-interaction effect. (1) Drug 1: C1=CC(=CC=C1CCC2=CNC3=C2C(=O)NC(=N3)N)C(=O)NC(CCC(=O)O)C(=O)O. Cell line: MCF7. Synergy scores: CSS=29.6, Synergy_ZIP=-0.739, Synergy_Bliss=-1.69, Synergy_Loewe=-11.2, Synergy_HSA=-1.47. Drug 2: COC1=C2C(=CC3=C1OC=C3)C=CC(=O)O2. (2) Drug 1: C1=NC2=C(N1)C(=S)N=C(N2)N. Drug 2: CCC1=C2CN3C(=CC4=C(C3=O)COC(=O)C4(CC)O)C2=NC5=C1C=C(C=C5)O. Cell line: COLO 205. Synergy scores: CSS=34.5, Synergy_ZIP=-9.42, Synergy_Bliss=-12.9, Synergy_Loewe=-12.8, Synergy_HSA=-8.99. (3) Drug 1: CCN(CC)CCCC(C)NC1=C2C=C(C=CC2=NC3=C1C=CC(=C3)Cl)OC. Drug 2: C1CCC(C(C1)N)N.C(=O)(C(=O)[O-])[O-].[Pt+4]. Cell line: TK-10. Synergy scores: CSS=34.4, Synergy_ZIP=-11.5, Synergy_Bliss=-0.703, Synergy_Loewe=1.18, Synergy_HSA=1.65. (4) Cell line: MDA-MB-435. Drug 2: CC1CCCC2(C(O2)CC(NC(=O)CC(C(C(=O)C(C1O)C)(C)C)O)C(=CC3=CSC(=N3)C)C)C. Synergy scores: CSS=73.2, Synergy_ZIP=5.57, Synergy_Bliss=4.80, Synergy_Loewe=-20.7, Synergy_HSA=6.23. Drug 1: CCC(=C(C1=CC=CC=C1)C2=CC=C(C=C2)OCCN(C)C)C3=CC=CC=C3.C(C(=O)O)C(CC(=O)O)(C(=O)O)O.